Task: Predict the reaction yield, written as a fraction of the theoretical maximum amount of product (1.0 means a 100% yield; for example, 0.34 means a 34% yield).. Dataset: Reaction yield outcomes from USPTO patents with 853,638 reactions (1) The reactants are [CH2:1]([N:5]1[C:10](=[O:11])[CH2:9][C:8](=[O:12])[N:7]([CH2:13][C:14]2[CH:19]=[CH:18][CH:17]=[CH:16][CH:15]=2)[C:6]1=[O:20])[CH2:2][CH2:3]C.C(N(C(C)C)CC)(C)C.[N:30]([CH2:33][C:34]([O:36]CC)=[O:35])=[C:31]=[O:32]. The catalyst is C(Cl)(Cl)Cl. The product is [OH:11][C:10]1[N:5]([CH2:1][CH2:2][CH3:3])[C:6](=[O:20])[N:7]([CH2:13][C:14]2[CH:15]=[CH:16][CH:17]=[CH:18][CH:19]=2)[C:8](=[O:12])[C:9]=1[C:31]([NH:30][CH2:33][C:34]([OH:36])=[O:35])=[O:32]. The yield is 0.630. (2) The reactants are [CH:1]([C:3]1[C:4]([NH:9]C(=O)C(C)(C)C)=[N:5][CH:6]=[CH:7][CH:8]=1)=[O:2]. The catalyst is Cl. The product is [NH2:9][C:4]1[C:3]([CH:1]=[O:2])=[CH:8][CH:7]=[CH:6][N:5]=1. The yield is 0.880. (3) The reactants are O[C:2]1[C:7]([C:8]#[N:9])=[C:6]([C:10]2[CH:11]=[N:12][CH:13]=[C:14]([O:16][CH3:17])[CH:15]=2)[N:5]=[C:4]([CH3:18])[N:3]=1.O1CCOCC1.O=P(Cl)(Cl)[Cl:27]. No catalyst specified. The product is [Cl:27][C:2]1[C:7]([C:8]#[N:9])=[C:6]([C:10]2[CH:11]=[N:12][CH:13]=[C:14]([O:16][CH3:17])[CH:15]=2)[N:5]=[C:4]([CH3:18])[N:3]=1. The yield is 0.930. (4) The reactants are [CH3:1][C:2]1([CH3:13])[O:6][B:5]([OH:7])[C:4]2[CH:8]=[C:9]([CH3:12])[CH:10]=[CH:11][C:3]1=2.C(OOC(=O)C1C=CC=CC=1)(=[O:21])C1C=CC=CC=1.C1C(=O)N(Br)C(=O)C1.C([O-])([O-])=O.[Na+].[Na+].Cl. The catalyst is C(Cl)(Cl)(Cl)Cl. The product is [OH:7][B:5]1[C:4]2[CH:8]=[C:9]([CH:12]=[O:21])[CH:10]=[CH:11][C:3]=2[C:2]([CH3:13])([CH3:1])[O:6]1. The yield is 0.654. (5) The reactants are Cl.[F:2][C:3]1[CH:8]=[CH:7][C:6](/[CH:9]=[CH:10]/[C:11]2[CH:16]=[CH:15][C:14]([S:17]([C:20]3[CH:21]=[C:22]([NH2:26])[CH:23]=[CH:24][CH:25]=3)(=[O:19])=[O:18])=[CH:13][CH:12]=2)=[CH:5][CH:4]=1.[O-:27][C:28]#[N:29].[K+].[C:31]([OH:34])(=[O:33])[CH3:32]. The catalyst is O. The product is [C:31]([O:34][CH2:24][CH3:25])(=[O:33])[CH3:32].[CH3:3][CH2:4][CH2:5][CH:6]([CH3:9])[CH3:7].[F:2][C:3]1[CH:4]=[CH:5][C:6](/[CH:9]=[CH:10]/[C:11]2[CH:12]=[CH:13][C:14]([S:17]([C:20]3[CH:21]=[C:22]([NH:26][C:28]([NH2:29])=[O:27])[CH:23]=[CH:24][CH:25]=3)(=[O:19])=[O:18])=[CH:15][CH:16]=2)=[CH:7][CH:8]=1. The yield is 0.400. (6) The reactants are [F:1][C:2]1[CH:7]=[CH:6][C:5]([C:8]2[C:9]3[CH:21]=[CH:20][C:19](=[O:22])[N:18]([C:23]4[CH:28]=[CH:27][CH:26]=[CH:25][C:24]=4[CH3:29])[C:10]=3[N:11]=[C:12](S(C)(=O)=O)[N:13]=2)=[C:4]([CH3:30])[CH:3]=1.[F:31][C:32]([F:36])([F:35])[CH2:33][NH2:34]. No catalyst specified. The product is [F:1][C:2]1[CH:7]=[CH:6][C:5]([C:8]2[C:9]3[CH:21]=[CH:20][C:19](=[O:22])[N:18]([C:23]4[CH:28]=[CH:27][CH:26]=[CH:25][C:24]=4[CH3:29])[C:10]=3[N:11]=[C:12]([NH:34][CH2:33][C:32]([F:36])([F:35])[F:31])[N:13]=2)=[C:4]([CH3:30])[CH:3]=1. The yield is 0.840. (7) The reactants are C[O:2][C:3]([C:5]1[C:6]([C:15]2[CH:20]=[CH:19][CH:18]=[CH:17][CH:16]=2)=[N:7][N:8]2[CH:13]=[C:12]([I:14])[CH:11]=[CH:10][C:9]=12)=[O:4].CO.O1CCCC1.Cl. The catalyst is [Li+].[OH-].O.C(OC(=O)C)C. The product is [I:14][C:12]1[CH:11]=[CH:10][C:9]2[N:8]([N:7]=[C:6]([C:15]3[CH:16]=[CH:17][CH:18]=[CH:19][CH:20]=3)[C:5]=2[C:3]([OH:4])=[O:2])[CH:13]=1. The yield is 0.850. (8) The reactants are [CH2:1]([Sn:5](=[O:10])[CH2:6][CH2:7][CH2:8][CH3:9])[CH2:2][CH2:3][CH3:4].[CH2:11](O)[CH2:12][OH:13]. The catalyst is C1C=CC=CC=1. The product is [CH2:1]([Sn:5]1([CH2:6][CH2:7][CH2:8][CH3:9])[O:13][CH2:12][CH2:11][O:10]1)[CH2:2][CH2:3][CH3:4]. The yield is 0.942.